This data is from Rat liver microsome stability data. The task is: Regression/Classification. Given a drug SMILES string, predict its absorption, distribution, metabolism, or excretion properties. Task type varies by dataset: regression for continuous measurements (e.g., permeability, clearance, half-life) or binary classification for categorical outcomes (e.g., BBB penetration, CYP inhibition). Dataset: rlm. (1) The drug is O=C1Nc2ccccc2C1=Cc1ccc(O)c(Cl)c1. The result is 1 (stable in rat liver microsomes). (2) The molecule is CC(C)(C)C[C@@H]1N[C@@H](C(=O)N[C@H]2CC[C@H](O)C2)[C@H](c2cccc(Cl)c2F)[C@]12C(=O)Nc1cc(Cl)ccc12. The result is 1 (stable in rat liver microsomes). (3) The result is 1 (stable in rat liver microsomes). The compound is CC(C)NC(=O)c1cccc(-c2cc(-c3ccc(CNCC(F)(F)F)cc3)[nH]n2)c1.